Dataset: Forward reaction prediction with 1.9M reactions from USPTO patents (1976-2016). Task: Predict the product of the given reaction. (1) Given the reactants [O:1]([C:8]1[CH:9]=[CH:10][C:11]([C:14]([OH:16])=O)=[N:12][CH:13]=1)[C:2]1[CH:7]=[CH:6][CH:5]=[CH:4][CH:3]=1.Cl.C(N=C=NCCCN(C)C)C.ON1C2C=CC=CC=2N=N1.[NH2:39][CH2:40][C:41]1[C:42]([OH:49])=[N:43][C:44]([CH3:48])=[CH:45][C:46]=1[CH3:47], predict the reaction product. The product is: [OH:49][C:42]1[C:41]([CH2:40][NH:39][C:14](=[O:16])[C:11]2[CH:10]=[CH:9][C:8]([O:1][C:2]3[CH:3]=[CH:4][CH:5]=[CH:6][CH:7]=3)=[CH:13][N:12]=2)=[C:46]([CH3:47])[CH:45]=[C:44]([CH3:48])[N:43]=1. (2) Given the reactants [Br:1][C:2]1[CH:13]=[CH:12][C:11]([Br:14])=[CH:10][C:3]=1[O:4][CH2:5][CH2:6][CH2:7][CH2:8]O.P(Br)(Br)[Br:16].O.[OH-].[Na+], predict the reaction product. The product is: [Br:1][C:2]1[CH:13]=[CH:12][C:11]([Br:14])=[CH:10][C:3]=1[O:4][CH2:5][CH2:6][CH2:7][CH2:8][Br:16]. (3) Given the reactants [Cl:1][C:2]1[CH:3]=[C:4]([N:13]([CH2:23][C:24]2[CH:29]=[CH:28][C:27]([O:30][CH3:31])=[CH:26][CH:25]=2)[C:14]2[CH:15]=[C:16]([CH:20]=[CH:21][CH:22]=2)[C:17](O)=[O:18])[C:5]2[N:6]([C:8]([C:11]#[N:12])=[CH:9][N:10]=2)[N:7]=1.[CH3:32][NH:33][CH:34]1[CH2:38][CH2:37][N:36]([CH3:39])[CH2:35]1.F[P-](F)(F)(F)(F)F.N1(O[P+](N(C)C)(N(C)C)N(C)C)C2C=CC=CC=2N=N1, predict the reaction product. The product is: [Cl:1][C:2]1[CH:3]=[C:4]([N:13]([CH2:23][C:24]2[CH:29]=[CH:28][C:27]([O:30][CH3:31])=[CH:26][CH:25]=2)[C:14]2[CH:15]=[C:16]([CH:20]=[CH:21][CH:22]=2)[C:17]([N:33]([CH3:32])[CH:34]2[CH2:38][CH2:37][N:36]([CH3:39])[CH2:35]2)=[O:18])[C:5]2[N:6]([C:8]([C:11]#[N:12])=[CH:9][N:10]=2)[N:7]=1. (4) Given the reactants [P:1](Cl)(Cl)([O:3][C:4]1[CH:9]=[CH:8][CH:7]=[CH:6][CH:5]=1)=[O:2].[NH2:12][C@@H:13]([CH3:21])[C:14]([O:16][CH2:17][CH2:18][CH2:19][CH3:20])=[O:15].C(N(CC)CC)C.[F:29][C:30]1[C:35]([OH:36])=[C:34]([F:37])[C:33]([F:38])=[C:32]([F:39])[C:31]=1[F:40], predict the reaction product. The product is: [F:29][C:30]1[C:31]([F:40])=[C:32]([F:39])[C:33]([F:38])=[C:34]([F:37])[C:35]=1[O:36][P:1]([NH:12][C@@H:13]([CH3:21])[C:14]([O:16][CH2:17][CH2:18][CH2:19][CH3:20])=[O:15])([O:3][C:4]1[CH:9]=[CH:8][CH:7]=[CH:6][CH:5]=1)=[O:2]. (5) Given the reactants Br[C:2]1[C:3]([Cl:23])=[C:4]([C:7]2[N:11]3[N:12]=[C:13]([CH3:21])[CH:14]=[C:15]([CH:16]([CH2:19][CH3:20])[CH2:17][CH3:18])[C:10]3=[N:9][C:8]=2[CH3:22])[S:5][CH:6]=1.I[C:25]1[CH:26]=[N:27][CH:28]=[CH:29][CH:30]=1.CCO, predict the reaction product. The product is: [ClH:23].[ClH:23].[Cl:23][C:3]1[C:2]([C:25]2[CH:26]=[N:27][CH:28]=[CH:29][CH:30]=2)=[CH:6][S:5][C:4]=1[C:7]1[N:11]2[N:12]=[C:13]([CH3:21])[CH:14]=[C:15]([CH:16]([CH2:19][CH3:20])[CH2:17][CH3:18])[C:10]2=[N:9][C:8]=1[CH3:22]. (6) Given the reactants [Cl:1][C:2]1[CH:7]=[CH:6][C:5]([CH3:8])=[C:4]([I:9])[CH:3]=1.[Br:10]N1C(=O)CCC1=O, predict the reaction product. The product is: [Br:10][CH2:8][C:5]1[CH:6]=[CH:7][C:2]([Cl:1])=[CH:3][C:4]=1[I:9].